From a dataset of Reaction yield outcomes from USPTO patents with 853,638 reactions. Predict the reaction yield, written as a fraction of the theoretical maximum amount of product (1.0 means a 100% yield; for example, 0.34 means a 34% yield). (1) The reactants are [CH2:1]([O:3][C:4]([C:6]1[NH:7][C:8]([CH3:11])=[CH:9][CH:10]=1)=[O:5])[CH3:2].[CH3:12][O:13][C:14]1[CH:19]=[CH:18][C:17]([CH2:20][C:21](Cl)=[O:22])=[CH:16][CH:15]=1. The catalyst is ClCCCl. The product is [CH2:1]([O:3][C:4]([C:6]1[NH:7][C:8]([CH3:11])=[C:9]([C:21](=[O:22])[CH2:20][C:17]2[CH:18]=[CH:19][C:14]([O:13][CH3:12])=[CH:15][CH:16]=2)[CH:10]=1)=[O:5])[CH3:2]. The yield is 0.720. (2) The reactants are C([O:3][C:4](=O)[NH:5][C:6]1[CH:11]=[CH:10][C:9]([Br:12])=[CH:8][C:7]=1[C:13]#[N:14])C.[CH3:16][O:17][CH2:18][C:19]([NH:21][NH2:22])=O. No catalyst specified. The product is [Br:12][C:9]1[CH:10]=[CH:11][C:6]2[NH:5][C:4](=[O:3])[N:22]3[N:21]=[C:19]([CH2:18][O:17][CH3:16])[N:14]=[C:13]3[C:7]=2[CH:8]=1. The yield is 0.920. (3) The reactants are [C:1]([CH2:9][C:10]([O:12][CH2:13][CH3:14])=[O:11])(=[O:8])[C:2]1[CH:7]=[CH:6][CH:5]=[CH:4][CH:3]=1.S(Cl)([Cl:18])(=O)=O. The catalyst is C(Cl)(Cl)Cl. The product is [Cl:18][CH:9]([C:1](=[O:8])[C:2]1[CH:7]=[CH:6][CH:5]=[CH:4][CH:3]=1)[C:10]([O:12][CH2:13][CH3:14])=[O:11]. The yield is 1.08. (4) The reactants are [CH2:1]([O:3][CH2:4][CH2:5][O:6][C:7]1[CH:12]=[C:11]([CH3:13])[C:10]([C:14]2[CH:19]=[CH:18][CH:17]=[C:16]([CH:20]=[O:21])[CH:15]=2)=[C:9]([CH3:22])[CH:8]=1)[CH3:2].[BH4-].[Na+].[Cl-].[NH4+]. The catalyst is COCCOC.O1CCCC1. The product is [CH2:1]([O:3][CH2:4][CH2:5][O:6][C:7]1[CH:12]=[C:11]([CH3:13])[C:10]([C:14]2[CH:19]=[CH:18][CH:17]=[C:16]([CH2:20][OH:21])[CH:15]=2)=[C:9]([CH3:22])[CH:8]=1)[CH3:2]. The yield is 0.980. (5) The reactants are [CH3:1][C:2]1[C:12]([N+:13]([O-:15])=[O:14])=[CH:11][C:10]([N+:16]([O-:18])=[O:17])=[CH:9][C:3]=1[C:4]([O:6][CH2:7][CH3:8])=[O:5].C[C:20]([N:22]([CH3:24])[CH3:23])=O. The catalyst is CN(C=O)C. The product is [CH3:20][N:22]([CH3:24])/[CH:23]=[CH:1]/[C:2]1[C:12]([N+:13]([O-:15])=[O:14])=[CH:11][C:10]([N+:16]([O-:18])=[O:17])=[CH:9][C:3]=1[C:4]([O:6][CH2:7][CH3:8])=[O:5]. The yield is 0.480. (6) The reactants are [CH3:1][N:2]1[C:10]2[CH:9]=[C:8]([N:11]3[CH:16]=[CH:15][C:14]([C:17]4[CH:22]=[CH:21][C:20]([C:23]([F:26])([F:25])[F:24])=[CH:19][N:18]=4)=[CH:13][C:12]3=[O:27])[CH:7]=[CH:6][C:5]=2[C:4]2[CH2:28][N:29](C(OC(C)(C)C)=O)[CH2:30][CH2:31][C:3]1=2.C1(N)C(F)=C(F)C(F)=C(N)C=1F.[ClH:51].Cl. No catalyst specified. The product is [ClH:51].[ClH:51].[CH3:1][N:2]1[C:10]2[CH:9]=[C:8]([N:11]3[CH:16]=[CH:15][C:14]([C:17]4[CH:22]=[CH:21][C:20]([C:23]([F:24])([F:25])[F:26])=[CH:19][N:18]=4)=[CH:13][C:12]3=[O:27])[CH:7]=[CH:6][C:5]=2[C:4]2[CH2:28][NH:29][CH2:30][CH2:31][C:3]1=2. The yield is 0.780. (7) The reactants are Cl[C:2]1[CH:3]=[CH:4][C:5]2[O:14][CH2:13][CH2:12][C:11]3[CH:10]=[C:9]([C:15]4[N:16]([C:20]5[CH:25]=[CH:24][C:23]([F:26])=[CH:22][C:21]=5[F:27])[N:17]=[CH:18][N:19]=4)[S:8][C:7]=3[C:6]=2[N:28]=1.[CH3:29][O:30][C:31]1[CH:36]=[C:35]([CH3:37])[C:34](B2OC(C)(C)C(C)(C)O2)=[CH:33][N:32]=1.C([O-])([O-])=O.[Cs+].[Cs+]. The catalyst is C1C=CC(P(C2C=CC=CC=2)[C-]2C=CC=C2)=CC=1.C1C=CC(P(C2C=CC=CC=2)[C-]2C=CC=C2)=CC=1.Cl[Pd]Cl.[Fe+2].CC#N.O. The product is [F:27][C:21]1[CH:22]=[C:23]([F:26])[CH:24]=[CH:25][C:20]=1[N:16]1[C:15]([C:9]2[S:8][C:7]3[C:6]4[N:28]=[C:2]([C:34]5[CH:33]=[N:32][C:31]([O:30][CH3:29])=[CH:36][C:35]=5[CH3:37])[CH:3]=[CH:4][C:5]=4[O:14][CH2:13][CH2:12][C:11]=3[CH:10]=2)=[N:19][CH:18]=[N:17]1. The yield is 0.240. (8) The reactants are [C:1]([O:5][C:6]([N:8]1[C:12](=[O:13])[CH2:11][CH:10]2[CH2:14][C:15]3[C:20]([CH:9]12)=[CH:19][CH:18]=[CH:17][CH:16]=3)=[O:7])([CH3:4])([CH3:3])[CH3:2]. The catalyst is C(OC(N(C)C)N(C)C)(C)(C)C.C(OCC)(=O)C. The product is [C:1]([O:5][C:6]([N:8]1[C:12](=[O:13])/[C:11](=[CH:6]\[N:8]([CH3:12])[CH3:9])/[CH:10]2[CH2:14][C:15]3[C:20]([CH:9]12)=[CH:19][CH:18]=[CH:17][CH:16]=3)=[O:7])([CH3:4])([CH3:2])[CH3:3]. The yield is 0.980. (9) The product is [CH3:3][CH:2]([O:4][C:5]1[CH:6]=[C:7]([C:19]([NH:21][C:22]2[N:27]=[CH:26][C:25]([C:28]([O:30][CH3:31])=[O:29])=[CH:24][CH:23]=2)=[O:20])[CH:8]=[C:9]([OH:11])[CH:10]=1)[CH3:1]. The reactants are [CH3:1][CH:2]([O:4][C:5]1[CH:6]=[C:7]([C:19]([NH:21][C:22]2[N:27]=[CH:26][C:25]([C:28]([O:30][CH3:31])=[O:29])=[CH:24][CH:23]=2)=[O:20])[CH:8]=[C:9]([O:11]CC2C=CC=CC=2)[CH:10]=1)[CH3:3].C1COCC1.CO. The catalyst is [Pd].C(OCC)C. The yield is 0.730. (10) The reactants are Cl[C:2]1[N:10]=[C:9]2[C:5]([N:6]=[CH:7][N:8]2[CH2:11][C:12]([O:14][CH2:15][CH3:16])=[O:13])=[C:4]([C:17]2[O:18][CH:19]=[CH:20][CH:21]=2)[N:3]=1.[CH3:22][NH:23][CH3:24].[CH:25](O)(C)C. The catalyst is O. The product is [CH3:22][N:23]([CH3:24])[C:2]1[N:10]=[C:9]2[C:5]([N:6]=[CH:7][N:8]2[CH2:11][C:12]([O:14][CH:15]([CH3:25])[CH3:16])=[O:13])=[C:4]([C:17]2[O:18][CH:19]=[CH:20][CH:21]=2)[N:3]=1. The yield is 0.190.